Dataset: Reaction yield outcomes from USPTO patents with 853,638 reactions. Task: Predict the reaction yield, written as a fraction of the theoretical maximum amount of product (1.0 means a 100% yield; for example, 0.34 means a 34% yield). (1) The reactants are [N+:1]([C:4]1[C:5]([C:14]([O:16][CH2:17][CH3:18])=[O:15])=[CH:6][C:7]2[O:12][CH2:11][CH2:10][O:9][C:8]=2[CH:13]=1)([O-])=O.[H][H]. The catalyst is CCOC(C)=O.[Pd]. The product is [NH2:1][C:4]1[C:5]([C:14]([O:16][CH2:17][CH3:18])=[O:15])=[CH:6][C:7]2[O:12][CH2:11][CH2:10][O:9][C:8]=2[CH:13]=1. The yield is 0.960. (2) The reactants are [CH3:1][C:2]1[C:6]([NH2:7])=[CH:5][N:4]([C:8]2[CH:9]=[N:10][CH:11]=[CH:12][CH:13]=2)[N:3]=1.[CH2:14]([N:16]=[C:17]=[O:18])[CH3:15]. The catalyst is C(Cl)Cl. The product is [CH2:14]([NH:16][C:17]([NH:7][C:6]1[C:2]([CH3:1])=[N:3][N:4]([C:8]2[CH:9]=[N:10][CH:11]=[CH:12][CH:13]=2)[CH:5]=1)=[O:18])[CH3:15]. The yield is 0.950. (3) The reactants are [CH3:1][C:2]([CH:5]=O)([CH3:4])[CH3:3].[CH3:7][O:8][C:9]1[C:10]([CH3:19])=[C:11]([CH:16]=[CH:17][CH:18]=1)[C:12]([NH:14][NH2:15])=[O:13]. The catalyst is CO.C(O)(=O)C. The product is [CH3:4][C:2]([CH3:1])([CH3:3])[CH:5]=[N:15][NH:14][C:12](=[O:13])[C:11]1[CH:16]=[CH:17][CH:18]=[C:9]([O:8][CH3:7])[C:10]=1[CH3:19]. The yield is 0.660. (4) The reactants are Br[C:2]1[CH:3]=[C:4]2[C:9](=[CH:10][CH:11]=1)[CH2:8][CH:7]([N:12]1[CH2:16][CH2:15][CH2:14][CH2:13]1)[CH2:6][CH2:5]2.B(O)O.[C:20](=[O:23])([O-])[O-].[Na+].[Na+]. The catalyst is C(COC)OC.C1C=CC(P(C2C=CC=CC=2)[C-]2C=CC=C2)=CC=1.C1C=CC(P(C2C=CC=CC=2)[C-]2C=CC=C2)=CC=1.Cl[Pd]Cl.[Fe+2]. The product is [CH3:7][N:12]([CH3:13])[C:20](=[O:23])[C:2]1[CH:3]=[CH:4][CH:9]=[C:10]([C:2]2[CH:11]=[CH:10][C:9]3[CH2:8][CH:7]([N:12]4[CH2:16][CH2:15][CH2:14][CH2:13]4)[CH2:6][CH2:5][C:4]=3[CH:3]=2)[CH:11]=1. The yield is 0.703. (5) The reactants are [OH:1][C:2]1[C:10]2[O:9][C:8]([CH3:11])=[C:7]([C:12]([C:14]3[CH:19]=[C:18]([O:20][CH3:21])[C:17]([O:22][CH3:23])=[C:16]([O:24][CH3:25])[CH:15]=3)=[O:13])[C:6]=2[CH:5]=[CH:4][C:3]=1[O:26][CH3:27].C(Br)(Br)(Br)Br.[CH2:33]([O:40][P:41]([O-:50])[O:42][CH2:43][C:44]1[CH:49]=[CH:48][CH:47]=[CH:46][CH:45]=1)[C:34]1[CH:39]=[CH:38][CH:37]=[CH:36][CH:35]=1.C(N(CC)CC)C. The catalyst is C(#N)C.C(OCC)(=O)C. The product is [P:41]([O:1][C:2]1[C:10]2[O:9][C:8]([CH3:11])=[C:7]([C:12](=[O:13])[C:14]3[CH:15]=[C:16]([O:24][CH3:25])[C:17]([O:22][CH3:23])=[C:18]([O:20][CH3:21])[CH:19]=3)[C:6]=2[CH:5]=[CH:4][C:3]=1[O:26][CH3:27])([O:40][CH2:33][C:34]1[CH:39]=[CH:38][CH:37]=[CH:36][CH:35]=1)([O:42][CH2:43][C:44]1[CH:49]=[CH:48][CH:47]=[CH:46][CH:45]=1)=[O:50]. The yield is 0.940. (6) The reactants are [CH2:1]([N:6]=[C:7]=[O:8])[CH2:2][CH2:3][CH2:4][CH3:5].FC(F)(F)C(O)=O.[CH2:16]([O:23][C:24]1[CH:29]=[C:28]([O:30][CH2:31][C:32]2[CH:37]=[CH:36][CH:35]=[CH:34][CH:33]=2)[CH:27]=[CH:26][C:25]=1[CH:38]1[CH2:41][NH:40][CH2:39]1)[C:17]1[CH:22]=[CH:21][CH:20]=[CH:19][CH:18]=1. The catalyst is O1CCCC1.C(N(CC)C(C)C)(C)C. The product is [CH2:1]([NH:6][C:7]([N:40]1[CH2:41][CH:38]([C:25]2[CH:26]=[CH:27][C:28]([O:30][CH2:31][C:32]3[CH:37]=[CH:36][CH:35]=[CH:34][CH:33]=3)=[CH:29][C:24]=2[O:23][CH2:16][C:17]2[CH:22]=[CH:21][CH:20]=[CH:19][CH:18]=2)[CH2:39]1)=[O:8])[CH2:2][CH2:3][CH2:4][CH3:5]. The yield is 0.670. (7) The reactants are [C:1]([NH:5][C:6]1[CH:11]=[C:10]([C:12]2[CH:17]=[CH:16][CH:15]=[CH:14][CH:13]=2)[N:9]=[C:8]([NH:18][C:19]2[CH:24]=[CH:23][C:22]([C:25]3([C:29]([OH:31])=O)[CH2:28][CH2:27][CH2:26]3)=[CH:21][CH:20]=2)[N:7]=1)([CH3:4])([CH3:3])[CH3:2].C1C=[C:36]2[N:38]=NN(O)[C:35]2=CC=1.O.Cl.C(N)C.CCN=C=NCCCN(C)C.CN1CCOCC1. The catalyst is ClCCl.CCOC(C)=O. The product is [CH2:36]([NH:38][C:29]([C:25]1([C:22]2[CH:21]=[CH:20][C:19]([NH:18][C:8]3[N:7]=[C:6]([NH:5][C:1]([CH3:4])([CH3:2])[CH3:3])[CH:11]=[C:10]([C:12]4[CH:13]=[CH:14][CH:15]=[CH:16][CH:17]=4)[N:9]=3)=[CH:24][CH:23]=2)[CH2:28][CH2:27][CH2:26]1)=[O:31])[CH3:35]. The yield is 0.620. (8) The reactants are [N+:1]([C:4]1[CH:9]=[CH:8][C:7]([C:10]2[CH:15]=[CH:14][C:13]([O:16][CH:17]3[CH:22]4[CH2:23][CH2:24][N:19]([CH2:20][CH2:21]4)[CH2:18]3)=[CH:12][CH:11]=2)=[CH:6][CH:5]=1)([O-])=O. The catalyst is CO.[Pd]. The product is [N:19]12[CH2:20][CH2:21][CH:22]([CH2:23][CH2:24]1)[CH:17]([O:16][C:13]1[CH:12]=[CH:11][C:10]([C:7]3[CH:8]=[CH:9][C:4]([NH2:1])=[CH:5][CH:6]=3)=[CH:15][CH:14]=1)[CH2:18]2. The yield is 0.650. (9) The reactants are [Si]([O:8][C@H:9]1[CH2:14][CH2:13][C@H:12]2[C@H:15]3[C@H:25]([CH2:26][CH2:27][C@:10]12[CH3:11])[C@:23]1([CH3:24])[C:18](=[CH:19][C:20](=[O:28])[CH2:21][CH2:22]1)[CH2:17][C@H:16]3[CH2:29][CH:30]=[CH2:31])(C(C)(C)C)(C)C.[BH4-].[Na+].[Cl-].[NH4+].[C:36](Cl)(=[O:41])[C:37]([CH3:40])([CH3:39])[CH3:38].Cl. The catalyst is CO.ClCCl.CC(C)=O.O.C(OCC)(=O)C.C(N(CC)CC)C. The product is [OH:8][C@H:9]1[CH2:14][CH2:13][C@H:12]2[C@H:15]3[C@H:25]([CH2:26][CH2:27][C@:10]12[CH3:11])[C@:23]1([CH3:24])[C:18](=[CH:19][C@@H:20]([O:28][C:36](=[O:41])[C:37]([CH3:40])([CH3:39])[CH3:38])[CH2:21][CH2:22]1)[CH2:17][C@H:16]3[CH2:29][CH:30]=[CH2:31]. The yield is 0.610.